Dataset: Catalyst prediction with 721,799 reactions and 888 catalyst types from USPTO. Task: Predict which catalyst facilitates the given reaction. (1) Product: [CH3:20][C:19]1[CH:21]=[CH:22][C:16]([S:13]([O:1][CH2:2][C@@H:3]([NH:5][C:6]([O:7][C:8]([CH3:11])([CH3:10])[CH3:9])=[O:12])[CH3:4])(=[O:15])=[O:14])=[CH:17][CH:18]=1. Reactant: [OH:1][CH2:2][C@@H:3]([NH:5][C:6](=[O:12])[O:7][C:8]([CH3:11])([CH3:10])[CH3:9])[CH3:4].[S:13](Cl)([C:16]1[CH:22]=[CH:21][C:19]([CH3:20])=[CH:18][CH:17]=1)(=[O:15])=[O:14].Cl. The catalyst class is: 17. (2) Reactant: [CH:1]([Cl:4])(Cl)Cl.[C:5]([C:9]1[CH:13]=[C:12](CO)[NH:11][N:10]=1)([CH3:8])([CH3:7])[CH3:6].S(Cl)(Cl)=O. Product: [C:5]([C:9]1[CH:13]=[C:12]([CH2:1][Cl:4])[NH:11][N:10]=1)([CH3:8])([CH3:7])[CH3:6]. The catalyst class is: 4. (3) Reactant: [CH3:1][C:2]1([CH3:21])[CH2:6][C:5]2[CH:7]=[CH:8][CH:9]=[C:10]([O:11][C:12]3[C:17]([N+:18]([O-])=O)=[CH:16][CH:15]=[CH:14][N:13]=3)[C:4]=2[O:3]1. Product: [CH3:1][C:2]1([CH3:21])[CH2:6][C:5]2[CH:7]=[CH:8][CH:9]=[C:10]([O:11][C:12]3[C:17]([NH2:18])=[CH:16][CH:15]=[CH:14][N:13]=3)[C:4]=2[O:3]1. The catalyst class is: 381. (4) Reactant: [Br:1][C:2]1[CH:3]=[C:4]([Cl:11])[C:5]([Cl:10])=[C:6]([CH:9]=1)[CH:7]=O.[CH:12]1([NH2:15])[CH2:14][CH2:13]1.C([BH3-])#N.[Na+].C(O)(=O)C. Product: [Br:1][C:2]1[CH:3]=[C:4]([Cl:11])[C:5]([Cl:10])=[C:6]([CH:9]=1)[CH2:7][NH:15][CH:12]1[CH2:14][CH2:13]1. The catalyst class is: 275. (5) Reactant: C(O)(=O)C.N1C=[CH:9][CH:8]=[CH:7][CH:6]=1.[CH3:11][C:12]1[N:16]([CH2:17][C:18]2[CH:23]=[CH:22][C:21]([CH3:24])=[CH:20][CH:19]=2)[N:15]=[C:14]([C:25]2[O:29][N:28]=[C:27]([C:30]3[CH:35]=[CH:34][C:33]([CH2:36][NH2:37])=[CH:32][CH:31]=3)[N:26]=2)[CH:13]=1.COC1CCC(OC)O1. Product: [CH3:11][C:12]1[N:16]([CH2:17][C:18]2[CH:19]=[CH:20][C:21]([CH3:24])=[CH:22][CH:23]=2)[N:15]=[C:14]([C:25]2[O:29][N:28]=[C:27]([C:30]3[CH:31]=[CH:32][C:33]([CH2:36][N:37]4[CH:9]=[CH:8][CH:7]=[CH:6]4)=[CH:34][CH:35]=3)[N:26]=2)[CH:13]=1. The catalyst class is: 6. (6) Reactant: FC(F)(F)C(O)=O.[CH3:8][C:9]([C:13]1[CH:18]=[C:17](/[CH:19]=[CH:20]/[C:21]([C:23]2[CH:28]=[CH:27][C:26]([OH:29])=[CH:25][CH:24]=2)=[O:22])[C:16]([O:30][CH3:31])=[CH:15][C:14]=1[OH:32])([CH:11]=[CH2:12])[CH3:10].C([SiH](CC)CC)C.O. Product: [OH:29][C:26]1[CH:25]=[CH:24][C:23]([C:21](=[O:22])[CH2:20][CH2:19][C:17]2[CH:18]=[C:13]([C:9]([CH3:8])([CH3:10])[CH:11]=[CH2:12])[C:14]([OH:32])=[CH:15][C:16]=2[O:30][CH3:31])=[CH:28][CH:27]=1. The catalyst class is: 4. (7) Reactant: [CH:1]1([N:4]([CH2:39][C:40]2[CH:45]=[C:44]([CH2:46][CH2:47][CH2:48][O:49][CH3:50])[CH:43]=[C:42]([OH:51])[CH:41]=2)[C:5]([C@@H:7]2[C@@H:12]([C:13]3[CH:18]=[CH:17][C:16]([O:19][CH2:20][CH2:21][O:22][C:23]4[C:28]([Cl:29])=[CH:27][C:26]([CH3:30])=[CH:25][C:24]=4[Cl:31])=[CH:15][CH:14]=3)[CH2:11][CH2:10][N:9]([C:32]([O:34][C:35]([CH3:38])([CH3:37])[CH3:36])=[O:33])[CH2:8]2)=[O:6])[CH2:3][CH2:2]1.Cl[CH2:53][CH2:54][O:55][CH:56]1[CH2:58][CH2:57]1.C(=O)([O-])[O-].[Cs+].[Cs+]. The catalyst class is: 215. Product: [CH:1]1([N:4]([CH2:39][C:40]2[CH:45]=[C:44]([CH2:46][CH2:47][CH2:48][O:49][CH3:50])[CH:43]=[C:42]([O:51][CH2:53][CH2:54][O:55][CH:56]3[CH2:58][CH2:57]3)[CH:41]=2)[C:5]([C@@H:7]2[C@@H:12]([C:13]3[CH:14]=[CH:15][C:16]([O:19][CH2:20][CH2:21][O:22][C:23]4[C:28]([Cl:29])=[CH:27][C:26]([CH3:30])=[CH:25][C:24]=4[Cl:31])=[CH:17][CH:18]=3)[CH2:11][CH2:10][N:9]([C:32]([O:34][C:35]([CH3:38])([CH3:37])[CH3:36])=[O:33])[CH2:8]2)=[O:6])[CH2:3][CH2:2]1. (8) Reactant: [Li][CH2:2][CH2:3][CH2:4][CH3:5].[Cl:6][C:7]1[CH:12]=[CH:11][C:10]([O:13][C:14]2[CH:21]=CC(C=O)=[CH:16][CH:15]=2)=[CH:9][C:8]=1[C:22]([F:25])([F:24])[F:23]. Product: [CH:4]([C:3]1[CH:2]=[CH:21][C:14]([O:13][C:10]2[CH:11]=[CH:12][C:7]([Cl:6])=[C:8]([C:22]([F:24])([F:23])[F:25])[CH:9]=2)=[CH:15][CH:16]=1)=[CH2:5]. The catalyst class is: 597. (9) Reactant: CO[C:3]([C:5]1[O:6][CH:7]=[CH:8][CH:9]=1)=[O:4].[CH3:10][CH2:11][O:12][C:13]([CH3:15])=[O:14].C1C=CC=CC=1. Product: [CH2:11]([O:12][C:13](=[O:14])[CH2:15][C:3]([C:5]1[O:6][CH:7]=[CH:8][CH:9]=1)=[O:4])[CH3:10]. The catalyst class is: 33.